Dataset: Reaction yield outcomes from USPTO patents with 853,638 reactions. Task: Predict the reaction yield, written as a fraction of the theoretical maximum amount of product (1.0 means a 100% yield; for example, 0.34 means a 34% yield). The reactants are [C:1]1([OH:7])[CH:6]=[CH:5][CH:4]=[CH:3][CH:2]=1.Cl[C:9]1[CH:18]=[CH:17][C:16]([N+:19]([O-:21])=[O:20])=[C:15]2[C:10]=1[CH:11]=[CH:12][CH:13]=[N:14]2.[H-].[Na+]. The catalyst is CN(C)C=O. The product is [N+:19]([C:16]1[CH:17]=[CH:18][C:9]([O:7][C:1]2[CH:6]=[CH:5][CH:4]=[CH:3][CH:2]=2)=[C:10]2[C:15]=1[N:14]=[CH:13][CH:12]=[CH:11]2)([O-:21])=[O:20]. The yield is 0.760.